From a dataset of Reaction yield outcomes from USPTO patents with 853,638 reactions. Predict the reaction yield, written as a fraction of the theoretical maximum amount of product (1.0 means a 100% yield; for example, 0.34 means a 34% yield). (1) The reactants are Cl.[Cl:2][C:3]1[C:4]([F:18])=[C:5]([CH:9]2[CH2:12][C:11]3([CH2:17][CH2:16][NH:15][CH2:14][CH2:13]3)[CH2:10]2)[CH:6]=[CH:7][CH:8]=1.CC1C=C(C2CC3(CCN([C:35]([O:37][C:38]4[CH:43]=[CH:42][C:41]([N+:44]([O-:46])=[O:45])=[CH:40][CH:39]=4)=[O:36])CC3)C2)C=CC=1. No catalyst specified. The product is [Cl:2][C:3]1[C:4]([F:18])=[C:5]([CH:9]2[CH2:12][C:11]3([CH2:17][CH2:16][N:15]([C:35]([O:37][C:38]4[CH:39]=[CH:40][C:41]([N+:44]([O-:46])=[O:45])=[CH:42][CH:43]=4)=[O:36])[CH2:14][CH2:13]3)[CH2:10]2)[CH:6]=[CH:7][CH:8]=1. The yield is 0.650. (2) The reactants are [S:1]1[C:5]2[CH:6]=[CH:7][CH:8]=[CH:9][C:4]=2[N:3]=[C:2]1[C:10]1[CH:15]=[C:14](Br)[CH:13]=[CH:12][C:11]=1[OH:17].[Li]CCCC.[CH3:23][Si:24](Cl)([CH3:26])[CH3:25]. The catalyst is C1COCC1. The product is [S:1]1[C:5]2[CH:6]=[CH:7][CH:8]=[CH:9][C:4]=2[N:3]=[C:2]1[C:10]1[CH:15]=[C:14]([Si:24]([CH3:26])([CH3:25])[CH3:23])[CH:13]=[CH:12][C:11]=1[OH:17]. The yield is 0.620. (3) The reactants are C([O:3][C:4]([C:6]1([NH:16][C:17]([C:19]2[C:28]3[CH2:27][CH2:26][CH2:25][CH2:24][C:23]=3[CH:22]=[CH:21][CH:20]=2)=[O:18])[CH2:15][C:9]2=[C:10]([CH3:14])[S:11][C:12]([CH3:13])=[C:8]2[CH2:7]1)=[O:5])C.[OH-].[K+].O. The catalyst is CCO. The product is [CH3:14][C:10]1[S:11][C:12]([CH3:13])=[C:8]2[CH2:7][C:6]([NH:16][C:17]([C:19]3[C:28]4[CH2:27][CH2:26][CH2:25][CH2:24][C:23]=4[CH:22]=[CH:21][CH:20]=3)=[O:18])([C:4]([OH:5])=[O:3])[CH2:15][C:9]=12. The yield is 0.950.